From a dataset of Peptide-MHC class II binding affinity with 134,281 pairs from IEDB. Regression. Given a peptide amino acid sequence and an MHC pseudo amino acid sequence, predict their binding affinity value. This is MHC class II binding data. (1) The peptide sequence is PRSLFPEFSELFAAF. The MHC is DRB5_0101 with pseudo-sequence DRB5_0101. The binding affinity (normalized) is 0.331. (2) The peptide sequence is ERFAVNPGLLETSEGCR. The MHC is DRB1_0401 with pseudo-sequence DRB1_0401. The binding affinity (normalized) is 0.401.